Regression. Given a peptide amino acid sequence and an MHC pseudo amino acid sequence, predict their binding affinity value. This is MHC class I binding data. From a dataset of Peptide-MHC class I binding affinity with 185,985 pairs from IEDB/IMGT. (1) The peptide sequence is NQLYLTVSF. The MHC is HLA-B15:01 with pseudo-sequence HLA-B15:01. The binding affinity (normalized) is 0.444. (2) The peptide sequence is HMMKDEPVV. The MHC is HLA-A02:01 with pseudo-sequence HLA-A02:01. The binding affinity (normalized) is 0.654. (3) The peptide sequence is FITKEIKNR. The MHC is HLA-A31:01 with pseudo-sequence HLA-A31:01. The binding affinity (normalized) is 0.243. (4) The peptide sequence is RCWLTKNGSY. The MHC is HLA-A23:01 with pseudo-sequence HLA-A23:01. The binding affinity (normalized) is 0. (5) The peptide sequence is LSTYAVRI. The binding affinity (normalized) is 0.378. The MHC is Mamu-A01 with pseudo-sequence Mamu-A01. (6) The peptide sequence is FIYAGSLSAL. The MHC is HLA-A02:01 with pseudo-sequence HLA-A02:01. The binding affinity (normalized) is 0.879. (7) The peptide sequence is TVTGILGSL. The MHC is HLA-A24:02 with pseudo-sequence HLA-A24:02. The binding affinity (normalized) is 0. (8) The binding affinity (normalized) is 0.0847. The peptide sequence is DISPTNIPL. The MHC is HLA-A03:01 with pseudo-sequence HLA-A03:01. (9) The peptide sequence is ILMIFISSFL. The MHC is H-2-Ld with pseudo-sequence H-2-Ld. The binding affinity (normalized) is 0. (10) The peptide sequence is DETFVHSGF. The MHC is HLA-A02:11 with pseudo-sequence HLA-A02:11. The binding affinity (normalized) is 0.0847.